From a dataset of NCI-60 drug combinations with 297,098 pairs across 59 cell lines. Regression. Given two drug SMILES strings and cell line genomic features, predict the synergy score measuring deviation from expected non-interaction effect. (1) Drug 1: CC12CCC(CC1=CCC3C2CCC4(C3CC=C4C5=CN=CC=C5)C)O. Drug 2: CC12CCC3C(C1CCC2=O)CC(=C)C4=CC(=O)C=CC34C. Cell line: NCI-H322M. Synergy scores: CSS=22.3, Synergy_ZIP=1.50, Synergy_Bliss=-0.195, Synergy_Loewe=-6.60, Synergy_HSA=-1.04. (2) Drug 1: CC12CCC(CC1=CCC3C2CCC4(C3CC=C4C5=CN=CC=C5)C)O. Drug 2: C1CC(=O)NC(=O)C1N2C(=O)C3=CC=CC=C3C2=O. Cell line: SW-620. Synergy scores: CSS=2.20, Synergy_ZIP=6.81, Synergy_Bliss=0.957, Synergy_Loewe=-1.01, Synergy_HSA=-0.373. (3) Drug 1: C1CCC(C(C1)N)N.C(=O)(C(=O)[O-])[O-].[Pt+4]. Drug 2: C1C(C(OC1N2C=NC(=NC2=O)N)CO)O. Cell line: OVCAR-8. Synergy scores: CSS=25.0, Synergy_ZIP=-5.45, Synergy_Bliss=-1.92, Synergy_Loewe=1.63, Synergy_HSA=2.42. (4) Synergy scores: CSS=45.6, Synergy_ZIP=11.6, Synergy_Bliss=10.8, Synergy_Loewe=-24.6, Synergy_HSA=11.7. Drug 1: CC12CCC(CC1=CCC3C2CCC4(C3CC=C4C5=CN=CC=C5)C)O. Cell line: UACC62. Drug 2: CCC1(CC2CC(C3=C(CCN(C2)C1)C4=CC=CC=C4N3)(C5=C(C=C6C(=C5)C78CCN9C7C(C=CC9)(C(C(C8N6C)(C(=O)OC)O)OC(=O)C)CC)OC)C(=O)OC)O.OS(=O)(=O)O. (5) Drug 1: C1=CC=C(C(=C1)C(C2=CC=C(C=C2)Cl)C(Cl)Cl)Cl. Drug 2: CC12CCC3C(C1CCC2OP(=O)(O)O)CCC4=C3C=CC(=C4)OC(=O)N(CCCl)CCCl.[Na+]. Cell line: SNB-75. Synergy scores: CSS=-3.42, Synergy_ZIP=-3.20, Synergy_Bliss=-8.40, Synergy_Loewe=-12.8, Synergy_HSA=-11.5. (6) Synergy scores: CSS=36.9, Synergy_ZIP=-4.18, Synergy_Bliss=1.45, Synergy_Loewe=1.60, Synergy_HSA=4.13. Drug 2: CS(=O)(=O)CCNCC1=CC=C(O1)C2=CC3=C(C=C2)N=CN=C3NC4=CC(=C(C=C4)OCC5=CC(=CC=C5)F)Cl. Drug 1: C1=CN(C(=O)N=C1N)C2C(C(C(O2)CO)O)O.Cl. Cell line: OVCAR-5. (7) Drug 1: CS(=O)(=O)C1=CC(=C(C=C1)C(=O)NC2=CC(=C(C=C2)Cl)C3=CC=CC=N3)Cl. Drug 2: COC1=CC(=CC(=C1O)OC)C2C3C(COC3=O)C(C4=CC5=C(C=C24)OCO5)OC6C(C(C7C(O6)COC(O7)C8=CC=CS8)O)O. Cell line: HOP-92. Synergy scores: CSS=42.1, Synergy_ZIP=-4.28, Synergy_Bliss=-1.66, Synergy_Loewe=-32.4, Synergy_HSA=-0.887. (8) Drug 1: C1=CC(=CC=C1CCC2=CNC3=C2C(=O)NC(=N3)N)C(=O)NC(CCC(=O)O)C(=O)O. Drug 2: C(CC(=O)O)C(=O)CN.Cl. Cell line: RXF 393. Synergy scores: CSS=8.99, Synergy_ZIP=-4.16, Synergy_Bliss=-1.75, Synergy_Loewe=-5.09, Synergy_HSA=0.109. (9) Drug 1: C1=NC2=C(N=C(N=C2N1C3C(C(C(O3)CO)O)O)F)N. Drug 2: CC1CCC2CC(C(=CC=CC=CC(CC(C(=O)C(C(C(=CC(C(=O)CC(OC(=O)C3CCCCN3C(=O)C(=O)C1(O2)O)C(C)CC4CCC(C(C4)OC)O)C)C)O)OC)C)C)C)OC. Cell line: SK-MEL-28. Synergy scores: CSS=16.5, Synergy_ZIP=-2.45, Synergy_Bliss=3.09, Synergy_Loewe=-3.62, Synergy_HSA=2.55. (10) Drug 1: C#CCC(CC1=CN=C2C(=N1)C(=NC(=N2)N)N)C3=CC=C(C=C3)C(=O)NC(CCC(=O)O)C(=O)O. Drug 2: B(C(CC(C)C)NC(=O)C(CC1=CC=CC=C1)NC(=O)C2=NC=CN=C2)(O)O. Cell line: UO-31. Synergy scores: CSS=44.8, Synergy_ZIP=2.23, Synergy_Bliss=1.61, Synergy_Loewe=-2.06, Synergy_HSA=-2.08.